This data is from Catalyst prediction with 721,799 reactions and 888 catalyst types from USPTO. The task is: Predict which catalyst facilitates the given reaction. (1) Reactant: [C:1]([O:5][C:6]([NH:8][CH2:9][C:10]1[CH:11]=[C:12]([CH:16]=[CH:17][CH:18]=1)[C:13]([OH:15])=O)=[O:7])([CH3:4])([CH3:3])[CH3:2].Cl.[NH2:20][C@H:21]1[CH2:25][CH2:24][O:23][C:22]1=[O:26].CCN=C=NCCCN(C)C.Cl.C1C=CC2N(O)N=NC=2C=1.CN1CCOCC1. Product: [O:26]=[C:22]1[C@@H:21]([NH:20][C:13]([C:12]2[CH:11]=[C:10]([CH:18]=[CH:17][CH:16]=2)[CH2:9][NH:8][C:6](=[O:7])[O:5][C:1]([CH3:2])([CH3:3])[CH3:4])=[O:15])[CH2:25][CH2:24][O:23]1. The catalyst class is: 10. (2) Reactant: Cl[C:2]1[C:11]2=[N:12][N:13](CC3C=CC(OC)=CC=3)[CH:14]=[C:10]2[C:9]2[CH:8]=[C:7]([I:24])[CH:6]=[CH:5][C:4]=2[N:3]=1.[NH2:25][C:26]1[CH:31]=[CH:30][C:29]([C:32]([N:34]2[CH2:38][CH2:37][CH2:36][CH2:35]2)=[O:33])=[CH:28][CH:27]=1.Cl. Product: [I:24][C:7]1[CH:6]=[CH:5][C:4]2[N:3]=[C:2]([NH:25][C:26]3[CH:31]=[CH:30][C:29]([C:32]([N:34]4[CH2:35][CH2:36][CH2:37][CH2:38]4)=[O:33])=[CH:28][CH:27]=3)[C:11]3[NH:12][N:13]=[CH:14][C:10]=3[C:9]=2[CH:8]=1. The catalyst class is: 71. (3) Reactant: [CH3:1][C@H:2]([NH:7][C:8]([C:10]1[C:18]2[C:13](=[N:14][CH:15]=[C:16]([C:19]3[N:20]=[CH:21][N:22]([C:24]4[CH:29]=[CH:28][CH:27]=[C:26]([Cl:30])[CH:25]=4)[CH:23]=3)[N:17]=2)[N:12](COCC[Si](C)(C)C)[CH:11]=1)=[O:9])[C:3]([CH3:6])([CH3:5])[CH3:4].FC(F)(F)C(O)=O.C([O-])(=O)C.[Na+].O. Product: [CH3:1][C@H:2]([NH:7][C:8]([C:10]1[C:18]2[C:13](=[N:14][CH:15]=[C:16]([C:19]3[N:20]=[CH:21][N:22]([C:24]4[CH:29]=[CH:28][CH:27]=[C:26]([Cl:30])[CH:25]=4)[CH:23]=3)[N:17]=2)[NH:12][CH:11]=1)=[O:9])[C:3]([CH3:6])([CH3:5])[CH3:4]. The catalyst class is: 96. (4) Reactant: S(OC)(O[CH3:5])(=O)=O.[CH2:8]([O:10][C:11]([C:13]1[NH:14][CH:15]=[C:16]([CH3:19])[C:17]=1[OH:18])=[O:12])[CH3:9].[OH-].[Na+]. Product: [CH3:5][O:18][C:17]1[C:16]([CH3:19])=[CH:15][NH:14][C:13]=1[C:11]([O:10][CH2:8][CH3:9])=[O:12]. The catalyst class is: 6. (5) Reactant: [CH3:1][N:2]1[C:8](=[O:9])[C:7]2[CH:10]=[N:11][C:12](S(C)(=O)=O)=[N:13][C:6]=2[O:5][CH:4]([C:18]2[CH:23]=[CH:22][CH:21]=[CH:20][CH:19]=2)[CH2:3]1.[N:24]1([C:29]2[CH:34]=[CH:33][C:32]([OH:35])=[CH:31][CH:30]=2)[CH:28]=[CH:27][N:26]=[CH:25]1.C([O-])([O-])=O.[K+].[K+]. Product: [N:24]1([C:29]2[CH:34]=[CH:33][C:32]([O:35][C:12]3[N:11]=[CH:10][C:7]4[C:8](=[O:9])[N:2]([CH3:1])[CH2:3][CH:4]([C:18]5[CH:23]=[CH:22][CH:21]=[CH:20][CH:19]=5)[O:5][C:6]=4[N:13]=3)=[CH:31][CH:30]=2)[CH:28]=[CH:27][N:26]=[CH:25]1. The catalyst class is: 3.